This data is from Reaction yield outcomes from USPTO patents with 853,638 reactions. The task is: Predict the reaction yield, written as a fraction of the theoretical maximum amount of product (1.0 means a 100% yield; for example, 0.34 means a 34% yield). (1) The reactants are [CH2:1]([OH:4])[CH2:2][OH:3].[H-].[Na+].[CH3:7][O:8][C:9]1[CH:10]=[C:11]([CH:14]=[CH:15][CH:16]=1)[CH2:12]Cl.O. The catalyst is C1COCC1.[N+](CCCC)(CCCC)(CCCC)CCCC.[I-].CCOC(C)=O. The product is [CH3:7][O:8][C:9]1[CH:10]=[C:11]([CH2:12][O:3][CH2:2][CH2:1][OH:4])[CH:14]=[CH:15][CH:16]=1. The yield is 0.420. (2) The reactants are C(O[CH:4]=[C:5]1[C:13]2[C:8](=[CH:9][CH:10]=[C:11]([C:14]3[O:18][CH:17]=[N:16][CH:15]=3)[CH:12]=2)[NH:7][C:6]1=[O:19])C.Cl.[NH2:21][C:22]1[CH:27]=[CH:26][C:25]([S:28]([NH2:31])(=[O:30])=[O:29])=[CH:24][CH:23]=1. No catalyst specified. The product is [O:18]1[C:14]([C:11]2[CH:12]=[C:13]3[C:8](=[CH:9][CH:10]=2)[NH:7][C:6](=[O:19])[C:5]3=[CH:4][NH:21][C:22]2[CH:27]=[CH:26][C:25]([S:28]([NH2:31])(=[O:29])=[O:30])=[CH:24][CH:23]=2)=[CH:15][N:16]=[CH:17]1. The yield is 0.680.